Dataset: Catalyst prediction with 721,799 reactions and 888 catalyst types from USPTO. Task: Predict which catalyst facilitates the given reaction. (1) Reactant: [CH2:1]([N:8]1[C:12]2[C:13](=[O:19])[N:14]([CH3:18])[CH:15]=[C:16](Br)[C:11]=2[CH:10]=[C:9]1[C:20]([O:22][CH2:23][CH3:24])=[O:21])[C:2]1[CH:7]=[CH:6][CH:5]=[CH:4][CH:3]=1.[B:25]1([B:25]2[O:29][C:28]([CH3:31])([CH3:30])[C:27]([CH3:33])([CH3:32])[O:26]2)[O:29][C:28]([CH3:31])([CH3:30])[C:27]([CH3:33])([CH3:32])[O:26]1.C([O-])(=O)C.[K+].C1(P(C2CCCCC2)C2C=CC=CC=2C2C(C(C)C)=CC(C(C)C)=CC=2C(C)C)CCCCC1. Product: [CH2:1]([N:8]1[C:12]2[C:13](=[O:19])[N:14]([CH3:18])[CH:15]=[C:16]([B:25]3[O:29][C:28]([CH3:31])([CH3:30])[C:27]([CH3:33])([CH3:32])[O:26]3)[C:11]=2[CH:10]=[C:9]1[C:20]([O:22][CH2:23][CH3:24])=[O:21])[C:2]1[CH:7]=[CH:6][CH:5]=[CH:4][CH:3]=1. The catalyst class is: 62. (2) Reactant: C([O:8][C:9]1[CH:14]=[C:13]([O:15]CC2C=CC=CC=2)[C:12]([C:23]2[CH:28]=[C:27]([CH:29]([CH3:31])[CH3:30])[CH:26]=[CH:25][C:24]=2[O:32][CH3:33])=[CH:11][C:10]=1[C:34]1[N:38]([CH2:39][CH2:40][C:41]2[CH:46]=[CH:45][CH:44]=[CH:43][CH:42]=2)[N:37]=[N:36][N:35]=1)C1C=CC=CC=1.[H][H]. Product: [CH:29]([C:27]1[CH:26]=[CH:25][C:24]([O:32][CH3:33])=[C:23]([C:12]2[C:13]([OH:15])=[CH:14][C:9]([OH:8])=[C:10]([C:34]3[N:38]([CH2:39][CH2:40][C:41]4[CH:46]=[CH:45][CH:44]=[CH:43][CH:42]=4)[N:37]=[N:36][N:35]=3)[CH:11]=2)[CH:28]=1)([CH3:31])[CH3:30]. The catalyst class is: 19. (3) Reactant: [CH:1]([NH:4][C:5]([C:7]1[C:15]2[C:10](=[N:11][CH:12]=[C:13](Br)[N:14]=2)[N:9]([CH2:17][O:18][CH2:19][CH2:20][Si:21]([CH3:24])([CH3:23])[CH3:22])[CH:8]=1)=[O:6])([CH3:3])[CH3:2].[CH3:25][C:26]1[N:31]=[C:30]([OH:32])[CH:29]=[CH:28][CH:27]=1.C([O-])([O-])=O.[Cs+].[Cs+]. Product: [CH:1]([NH:4][C:5]([C:7]1[C:15]2[C:10](=[N:11][CH:12]=[C:13]([O:32][C:30]3[CH:29]=[CH:28][CH:27]=[C:26]([CH3:25])[N:31]=3)[N:14]=2)[N:9]([CH2:17][O:18][CH2:19][CH2:20][Si:21]([CH3:24])([CH3:23])[CH3:22])[CH:8]=1)=[O:6])([CH3:3])[CH3:2]. The catalyst class is: 3.